From a dataset of Catalyst prediction with 721,799 reactions and 888 catalyst types from USPTO. Predict which catalyst facilitates the given reaction. (1) Reactant: [ClH:1].[NH2:2][C@@H:3]1[CH2:5][C@H:4]1[C:6]1[CH:11]=[CH:10][C:9]([NH:12][C:13](=[O:33])[C@H:14]([CH2:26][C:27]2[CH:32]=[CH:31][CH:30]=[CH:29][CH:28]=2)[NH:15][C:16]([O:18][CH2:19][C:20]2[CH:25]=[CH:24][CH:23]=[CH:22][CH:21]=2)=[O:17])=[CH:8][CH:7]=1.C(=O)([O-])O.[Na+].[CH:39](=O)[C:40]1[CH:45]=[CH:44][CH:43]=[CH:42][CH:41]=1.[BH4-].[Na+]. Product: [ClH:1].[CH2:39]([NH:2][C@@H:3]1[CH2:5][C@H:4]1[C:6]1[CH:11]=[CH:10][C:9]([NH:12][C:13](=[O:33])[C@H:14]([CH2:26][C:27]2[CH:28]=[CH:29][CH:30]=[CH:31][CH:32]=2)[NH:15][C:16]([O:18][CH2:19][C:20]2[CH:21]=[CH:22][CH:23]=[CH:24][CH:25]=2)=[O:17])=[CH:8][CH:7]=1)[C:40]1[CH:45]=[CH:44][CH:43]=[CH:42][CH:41]=1. The catalyst class is: 36. (2) Reactant: ClC1C=C(C(Cl)=O)C=C(Cl)C=1.[Cl:12][C:13]1[CH:14]=[C:15]([C:20]([N:22]=[C:23]=[S:24])=[O:21])[CH:16]=[C:17]([Cl:19])[CH:18]=1.[CH3:25][O:26][C:27]1[CH:28]=[C:29]2[C:34](=[CH:35][C:36]=1[O:37][CH3:38])[N:33]=[CH:32][CH:31]=[C:30]2[O:39][C:40]1[CH:46]=[CH:45][C:43]([NH2:44])=[CH:42][CH:41]=1.C1(C)C=CC=CC=1. Product: [Cl:12][C:13]1[CH:14]=[C:15]([C:20]([N:22]=[C:23]=[S:24])=[O:21])[CH:16]=[C:17]([Cl:19])[CH:18]=1.[Cl:12][C:13]1[CH:14]=[C:15]([CH:16]=[C:17]([Cl:19])[CH:18]=1)[C:20]([NH:22][C:23]([NH:44][C:43]1[CH:45]=[CH:46][C:40]([O:39][C:30]2[C:29]3[C:34](=[CH:35][C:36]([O:37][CH3:38])=[C:27]([O:26][CH3:25])[CH:28]=3)[N:33]=[CH:32][CH:31]=2)=[CH:41][CH:42]=1)=[S:24])=[O:21]. The catalyst class is: 8. (3) Reactant: [F:1][C:2]1[CH:7]=[CH:6][C:5]([F:8])=[CH:4][C:3]=1[CH2:9][C:10]([N:12]1[C:20]2[C:15](=[CH:16][C:17]([C:21]3[C:25]4[C:26]([NH2:31])=[N:27][CH:28]=[C:29](I)[C:24]=4[S:23][CH:22]=3)=[CH:18][CH:19]=2)[CH2:14][CH2:13]1)=[O:11].[NH:32]1[CH:36]=[CH:35][C:34](B(O)O)=[N:33]1.C(=O)([O-])[O-].[Na+].[Na+].O1CCOCC1. Product: [F:1][C:2]1[CH:7]=[CH:6][C:5]([F:8])=[CH:4][C:3]=1[CH2:9][C:10]([N:12]1[C:20]2[C:15](=[CH:16][C:17]([C:21]3[C:25]4[C:26]([NH2:31])=[N:27][CH:28]=[C:29]([C:36]5[CH:35]=[CH:34][NH:33][N:32]=5)[C:24]=4[S:23][CH:22]=3)=[CH:18][CH:19]=2)[CH2:14][CH2:13]1)=[O:11]. The catalyst class is: 84. (4) Reactant: [CH3:1][O:2][CH2:3][C:4]([OH:6])=O.[CH2:7]([NH:9][C:10](=[S:13])[NH:11][NH2:12])[CH3:8].C(N=C=NC(C)C)(C)C.OC1C2N=NNC=2C=CC=1.N(C(=S)N)N.C(=O)(O)[O-].[Na+]. Product: [CH2:7]([NH:9][C:10]([NH:11][NH:12][C:4](=[O:6])[CH2:3][O:2][CH3:1])=[S:13])[CH3:8]. The catalyst class is: 35. (5) Reactant: C[O:2][C:3]([C:5]1[C:6](=[O:23])[N:7]([CH2:16][C:17]2[CH:22]=[CH:21][CH:20]=[CH:19][CH:18]=2)[CH:8]=[CH:9][C:10]=1[C:11]([O:13][CH2:14][CH3:15])=[O:12])=[O:4].[Li+].[I-]. Product: [CH2:14]([O:13][C:11]([C:10]1[CH:9]=[CH:8][N:7]([CH2:16][C:17]2[CH:18]=[CH:19][CH:20]=[CH:21][CH:22]=2)[C:6](=[O:23])[C:5]=1[C:3]([OH:4])=[O:2])=[O:12])[CH3:15]. The catalyst class is: 17. (6) Reactant: CS(O[CH2:6][C:7]1[CH:8]=[C:9]([CH:14]=[CH:15][N:16]=1)[C:10]([O:12][CH3:13])=[O:11])(=O)=O.[Cl:17][C:18]1[CH:19]=[C:20]2[C:24](=[CH:25][CH:26]=1)[NH:23][N:22]=[CH:21]2.C([O-])([O-])=O.[K+].[K+]. Product: [Cl:17][C:18]1[CH:19]=[C:20]2[C:24](=[CH:25][CH:26]=1)[N:23]([CH2:6][C:7]1[CH:8]=[C:9]([CH:14]=[CH:15][N:16]=1)[C:10]([O:12][CH3:13])=[O:11])[N:22]=[CH:21]2. The catalyst class is: 31. (7) Reactant: C[O:2][C:3]([C@@H:5]([NH:14][C:15](=[O:24])[O:16][CH2:17][C:18]1[CH:23]=[CH:22][N:21]=[CH:20][CH:19]=1)[CH2:6][C:7]1[CH:12]=[CH:11][C:10]([OH:13])=[CH:9][CH:8]=1)=[O:4].O[Li].O. Product: [C:3]([C@@H:5]([NH:14][C:15](=[O:24])[O:16][CH2:17][C:18]1[CH:23]=[CH:22][N:21]=[CH:20][CH:19]=1)[CH2:6][C:7]1[CH:12]=[CH:11][C:10]([OH:13])=[CH:9][CH:8]=1)([OH:4])=[O:2]. The catalyst class is: 20.